This data is from NCI-60 drug combinations with 297,098 pairs across 59 cell lines. The task is: Regression. Given two drug SMILES strings and cell line genomic features, predict the synergy score measuring deviation from expected non-interaction effect. (1) Drug 1: C1CCN(CC1)CCOC2=CC=C(C=C2)C(=O)C3=C(SC4=C3C=CC(=C4)O)C5=CC=C(C=C5)O. Drug 2: C(CCl)NC(=O)N(CCCl)N=O. Cell line: LOX IMVI. Synergy scores: CSS=9.11, Synergy_ZIP=-4.44, Synergy_Bliss=-3.90, Synergy_Loewe=-3.48, Synergy_HSA=-3.93. (2) Drug 1: CC1=C(C(=CC=C1)Cl)NC(=O)C2=CN=C(S2)NC3=CC(=NC(=N3)C)N4CCN(CC4)CCO. Drug 2: CC1C(C(CC(O1)OC2CC(CC3=C2C(=C4C(=C3O)C(=O)C5=CC=CC=C5C4=O)O)(C(=O)C)O)N)O. Cell line: HL-60(TB). Synergy scores: CSS=40.7, Synergy_ZIP=-0.521, Synergy_Bliss=-2.40, Synergy_Loewe=-6.17, Synergy_HSA=-1.38. (3) Drug 1: CC1OCC2C(O1)C(C(C(O2)OC3C4COC(=O)C4C(C5=CC6=C(C=C35)OCO6)C7=CC(=C(C(=C7)OC)O)OC)O)O. Drug 2: C1=CC(=CC=C1CCCC(=O)O)N(CCCl)CCCl. Cell line: MOLT-4. Synergy scores: CSS=89.7, Synergy_ZIP=2.49, Synergy_Bliss=2.38, Synergy_Loewe=1.16, Synergy_HSA=4.50. (4) Drug 1: C1=CC(=CC=C1C#N)C(C2=CC=C(C=C2)C#N)N3C=NC=N3. Drug 2: CC1CCC2CC(C(=CC=CC=CC(CC(C(=O)C(C(C(=CC(C(=O)CC(OC(=O)C3CCCCN3C(=O)C(=O)C1(O2)O)C(C)CC4CCC(C(C4)OC)OCCO)C)C)O)OC)C)C)C)OC. Cell line: HCC-2998. Synergy scores: CSS=1.78, Synergy_ZIP=-1.04, Synergy_Bliss=-1.90, Synergy_Loewe=-4.67, Synergy_HSA=-2.98. (5) Drug 1: CS(=O)(=O)C1=CC(=C(C=C1)C(=O)NC2=CC(=C(C=C2)Cl)C3=CC=CC=N3)Cl. Cell line: CAKI-1. Drug 2: C(CN)CNCCSP(=O)(O)O. Synergy scores: CSS=-4.08, Synergy_ZIP=-0.892, Synergy_Bliss=-7.38, Synergy_Loewe=-6.89, Synergy_HSA=-7.39. (6) Drug 1: CC1C(C(CC(O1)OC2CC(CC3=C2C(=C4C(=C3O)C(=O)C5=C(C4=O)C(=CC=C5)OC)O)(C(=O)C)O)N)O.Cl. Drug 2: CS(=O)(=O)OCCCCOS(=O)(=O)C. Cell line: NCI-H322M. Synergy scores: CSS=4.34, Synergy_ZIP=1.43, Synergy_Bliss=4.85, Synergy_Loewe=-5.28, Synergy_HSA=0.538.